This data is from Full USPTO retrosynthesis dataset with 1.9M reactions from patents (1976-2016). The task is: Predict the reactants needed to synthesize the given product. (1) Given the product [CH2:29]([N:25]1[C:24](=[O:26])[CH2:23][N:22]=[C:21]1[C:10]1[C:9]([CH2:27][CH3:28])=[C:8]([C:5]2[CH:6]=[CH:7][C:2]([Cl:1])=[CH:3][CH:4]=2)[N:12]([C:13]2[CH:18]=[CH:17][C:16]([Cl:19])=[CH:15][C:14]=2[Cl:20])[N:11]=1)[CH2:30][CH2:31][CH3:32], predict the reactants needed to synthesize it. The reactants are: [Cl:1][C:2]1[CH:7]=[CH:6][C:5]([C:8]2[N:12]([C:13]3[CH:18]=[CH:17][C:16]([Cl:19])=[CH:15][C:14]=3[Cl:20])[N:11]=[C:10]([C:21]3[NH:25][C:24](=[O:26])[CH2:23][N:22]=3)[C:9]=2[CH2:27][CH3:28])=[CH:4][CH:3]=1.[CH2:29](Br)[CH2:30][CH2:31][CH3:32]. (2) Given the product [F:42][C:40]1[CH:41]=[C:36]([CH:37]=[C:38]([F:43])[CH:39]=1)[CH2:35][N:32]1[C:33]([CH3:34])=[C:29]([C:28]2[C:22]3[C:23](=[N:24][CH:25]=[C:20]([C:15]4[CH:16]=[CH:17][C:18]([F:19])=[C:13]([NH:8][S:9]([CH3:12])(=[O:10])=[O:11])[CH:14]=4)[CH:21]=3)[NH:26][CH:27]=2)[C:30]([CH3:44])=[N:31]1, predict the reactants needed to synthesize it. The reactants are: C(OC([N:8]([C:13]1[CH:14]=[C:15]([C:20]2[CH:21]=[C:22]3[C:28]([C:29]4[C:30]([CH3:44])=[N:31][N:32]([CH2:35][C:36]5[CH:41]=[C:40]([F:42])[CH:39]=[C:38]([F:43])[CH:37]=5)[C:33]=4[CH3:34])=[CH:27][N:26](C(OC(C)(C)C)=O)[C:23]3=[N:24][CH:25]=2)[CH:16]=[CH:17][C:18]=1[F:19])[S:9]([CH3:12])(=[O:11])=[O:10])=O)(C)(C)C. (3) Given the product [F:37][C:38]1[CH:45]=[CH:44][C:41]([CH:42]=[CH:10][CH2:9][CH2:8][CH2:7][CH2:6][CH2:5][C:2]([OH:4])=[O:3])=[CH:40][C:39]=1[CH3:46], predict the reactants needed to synthesize it. The reactants are: [Br-].[C:2]([CH2:5][CH2:6][CH2:7][CH2:8][CH2:9][CH2:10]C[P+](C1C=CC=CC=1)(C1C=CC=CC=1)C1C=CC=CC=1)([OH:4])=[O:3].CC([O-])(C)C.[K+].[F:37][C:38]1[CH:45]=[CH:44][C:41]([CH:42]=O)=[CH:40][C:39]=1[CH3:46]. (4) Given the product [CH2:8]([O:7][C:5](=[O:6])[C:4]([N:13]([CH2:14][CH3:15])[CH2:11][CH3:12])=[O:10])[CH3:9], predict the reactants needed to synthesize it. The reactants are: C(O[C:4](=[O:10])[C:5]([O:7][CH2:8][CH3:9])=[O:6])C.[CH2:11]([NH:13][CH2:14][CH3:15])[CH3:12]. (5) Given the product [OH:23][CH2:22][C:21]1[CH:27]=[CH:28][C:29]([CH2:31][OH:32])=[CH:30][C:20]=1[C:17]1[CH:18]=[CH:19][C:14]([O:13][CH2:7][CH2:8][CH2:9][CH2:10][CH2:11][CH3:12])=[CH:15][CH:16]=1, predict the reactants needed to synthesize it. The reactants are: [H-].[H-].[H-].[H-].[Li+].[Al+3].[CH2:7]([O:13][C:14]1[CH:19]=[CH:18][C:17]([C:20]2[CH:30]=[C:29]([C:31](OCC)=[O:32])[CH:28]=[CH:27][C:21]=2[C:22](OCC)=[O:23])=[CH:16][CH:15]=1)[CH2:8][CH2:9][CH2:10][CH2:11][CH3:12].S(=O)(=O)(O)O. (6) Given the product [CH:14]1([C:32]([O:31][CH2:29][CH3:30])=[O:33])[CH:15]2[CH2:20][CH2:19][CH2:18][CH:16]2[CH2:17][N:13]1[C:11]([O:10][C:6]([CH3:9])([CH3:7])[CH3:8])=[O:12], predict the reactants needed to synthesize it. The reactants are: C([Li])(CC)C.[C:6]([O:10][C:11]([N:13]1[CH2:17][CH:16]2[CH2:18][CH2:19][CH2:20][CH:15]2[CH2:14]1)=[O:12])([CH3:9])([CH3:8])[CH3:7].CN(C)CCN(C)C.[CH2:29]([O:31][C:32](Cl)=[O:33])[CH3:30].Cl.O1CCCC1. (7) Given the product [CH:1]1([N:7]([CH3:30])[C:8]([C:10]2[C:19]3[C:14](=[CH:15][CH:16]=[CH:17][CH:18]=3)[C:13]([S:20]([NH:21][CH:22]3[CH2:23][CH2:24][N:25]([C:37]([OH:39])=[O:38])[CH2:26][CH2:27]3)(=[O:29])=[O:28])=[CH:12][CH:11]=2)=[O:9])[CH2:6][CH2:5][CH2:4][CH2:3][CH2:2]1, predict the reactants needed to synthesize it. The reactants are: [CH:1]1([NH:7][C:8]([C:10]2[C:19]3[C:14](=[CH:15][CH:16]=[CH:17][CH:18]=3)[C:13]([S:20](=[O:29])(=[O:28])[NH:21][CH:22]3[CH2:27][CH2:26][NH:25][CH2:24][CH2:23]3)=[CH:12][CH:11]=2)=[O:9])[CH2:6][CH2:5][CH2:4][CH2:3][CH2:2]1.[CH3:30]N(C)C(Cl)=O.Cl[C:37]([O:39]CC)=[O:38]. (8) Given the product [O:11]1[CH2:8][CH2:14][N:15]([CH2:2][C:3]([O:5][CH2:6][CH3:7])=[O:4])[CH2:16][CH2:17]1, predict the reactants needed to synthesize it. The reactants are: Cl[CH2:2][C:3]([O:5][CH2:6][CH3:7])=[O:4].[C:8]([O-:11])([O-])=O.[K+].[K+].[CH3:14][N:15]1CCN[CH2:17][CH2:16]1. (9) Given the product [CH3:25][N:26]([CH3:36])[S:27]([N:30]1[CH2:35][CH2:34][N:33]([CH2:16][C:13]2[S:12][C:11]([NH:10][C:8]([N:7]([CH:18]3[CH2:23][CH2:22][CH2:21][CH2:20][CH2:19]3)[CH:1]3[CH2:6][CH2:5][CH2:4][CH2:3][CH2:2]3)=[O:9])=[N:15][CH:14]=2)[CH2:32][CH2:31]1)(=[O:28])=[O:29], predict the reactants needed to synthesize it. The reactants are: [CH:1]1([N:7]([CH:18]2[CH2:23][CH2:22][CH2:21][CH2:20][CH2:19]2)[C:8]([NH:10][C:11]2[S:12][C:13]([CH:16]=O)=[CH:14][N:15]=2)=[O:9])[CH2:6][CH2:5][CH2:4][CH2:3][CH2:2]1.Cl.[CH3:25][N:26]([CH3:36])[S:27]([N:30]1[CH2:35][CH2:34][NH:33][CH2:32][CH2:31]1)(=[O:29])=[O:28].C(O[BH-](OC(=O)C)OC(=O)C)(=O)C.[Na+].